Task: Regression/Classification. Given a drug SMILES string, predict its absorption, distribution, metabolism, or excretion properties. Task type varies by dataset: regression for continuous measurements (e.g., permeability, clearance, half-life) or binary classification for categorical outcomes (e.g., BBB penetration, CYP inhibition). Dataset: cyp2d6_veith.. Dataset: CYP2D6 inhibition data for predicting drug metabolism from PubChem BioAssay (1) The molecule is CCN(c1ccccc1)S(=O)(=O)c1ccc(NC(=S)NC(=O)c2cccs2)cc1. The result is 0 (non-inhibitor). (2) The molecule is O=C(Cc1ccccc1)N/N=C\c1ccc(Br)o1. The result is 0 (non-inhibitor). (3) The drug is CCc1cc2c(nc1CC)CCN(CC/C(C)=N/OCC[C@@H]1C=C[C@H](OC(C)=O)[C@H](COC(C)=O)O1)C2. The result is 0 (non-inhibitor). (4) The compound is Cc1cc(NC(=O)Nc2ccc3c(ccn3C)c2)sn1. The result is 0 (non-inhibitor). (5) The drug is Cn1c(=O)n(-c2cccc(Cl)c2)c(=O)c2c3c(sc21)COC(C)(C)C3. The result is 0 (non-inhibitor).